This data is from Full USPTO retrosynthesis dataset with 1.9M reactions from patents (1976-2016). The task is: Predict the reactants needed to synthesize the given product. (1) Given the product [F:25][C:4]1[CH:3]=[C:2]([C:30]2[CH:29]=[CH:28][C:27]([C:35]([O:38][CH3:41])=[O:36])=[N:26][CH:31]=2)[CH:24]=[CH:23][C:5]=1[O:6][CH2:7][CH:8]1[CH2:13][CH2:12][N:11]([CH2:14][C:15]2([C:19]([F:22])([F:21])[F:20])[CH2:18][CH2:17][CH2:16]2)[CH2:10][CH2:9]1, predict the reactants needed to synthesize it. The reactants are: Br[C:2]1[CH:24]=[CH:23][C:5]([O:6][CH2:7][CH:8]2[CH2:13][CH2:12][N:11]([CH2:14][C:15]3([C:19]([F:22])([F:21])[F:20])[CH2:18][CH2:17][CH2:16]3)[CH2:10][CH2:9]2)=[C:4]([F:25])[CH:3]=1.[N:26]1[CH:31]=[CH:30][CH:29]=[C:28](B(O)O)[CH:27]=1.[C:35]([O-:38])([O-])=[O:36].[Cs+].[Cs+].[CH3:41]OCCOC. (2) Given the product [CH:7]([OH:9])=[O:8].[Cl:21][C:22]1[CH:23]=[C:24]([N:32]([CH2:38][CH3:39])[CH:33]2[CH2:36][N:35]([CH3:37])[CH2:34]2)[C:25]([CH3:31])=[C:26]([CH:30]=1)[C:27]([NH:67][CH2:68][C:69]1[C:70](=[O:79])[NH:71][C:72]([CH3:78])=[CH:73][C:74]=1[CH2:75][CH2:76][CH3:77])=[O:29], predict the reactants needed to synthesize it. The reactants are: ClC1C=C(N(CC)C2CN(C)C2)C(C)=C(C=1)[C:7]([O:9]C)=[O:8].[Cl:21][C:22]1[CH:23]=[C:24]([N:32]([CH2:38][CH3:39])[CH:33]2[CH2:36][N:35]([CH3:37])[CH2:34]2)[C:25]([CH3:31])=[C:26]([CH:30]=1)[C:27]([OH:29])=O.C(N(C1CCN(C(C)C)CC1)C1C(C)=C(C=C(C(F)(F)F)C=1)C(O)=O)C.Cl.[NH2:67][CH2:68][C:69]1[C:70](=[O:79])[NH:71][C:72]([CH3:78])=[CH:73][C:74]=1[CH2:75][CH2:76][CH3:77].CC1C=C(C)NC(=O)C=1CNC(=O)C1C=C(C(F)(F)F)C=C(N(CC)C2CCN(C)CC2)C=1C. (3) Given the product [Si:1]([O:8][CH2:9][CH2:10][C:11]([OH:14])([C:15]1[CH:16]=[CH:17][CH:18]=[CH:19][CH:20]=1)[CH2:12][N:35]([CH2:34][CH2:32][OH:33])[C:43](=[O:44])[O:45][C:46]([CH3:49])([CH3:48])[CH3:47])([C:4]([CH3:5])([CH3:6])[CH3:7])([CH3:2])[CH3:3], predict the reactants needed to synthesize it. The reactants are: [Si:1]([O:8][CH2:9][CH2:10][C:11]([C:15]1[CH:20]=[CH:19][CH:18]=[CH:17][CH:16]=1)([OH:14])[CH2:12]O)([C:4]([CH3:7])([CH3:6])[CH3:5])([CH3:3])[CH3:2].C1(C)C=CC(S(Cl)(=O)=O)=CC=1.[CH2:32]([CH2:34][NH2:35])[OH:33].CCN(CC)CC.[C:43](O[C:43]([O:45][C:46]([CH3:49])([CH3:48])[CH3:47])=[O:44])([O:45][C:46]([CH3:49])([CH3:48])[CH3:47])=[O:44]. (4) Given the product [CH3:19][C:18]1[C:11]2[C:10]([NH:4][C:3]3[CH:5]=[CH:6][CH:7]=[CH:8][C:2]=3[OH:1])=[N:15][CH:14]=[N:13][C:12]=2[S:16][CH:17]=1, predict the reactants needed to synthesize it. The reactants are: [OH:1][C:2]1[CH:8]=[CH:7][CH:6]=[CH:5][C:3]=1[NH2:4].Cl[C:10]1[C:11]2[C:18]([CH3:19])=[CH:17][S:16][C:12]=2[N:13]=[CH:14][N:15]=1. (5) Given the product [CH:1]([C:4]1[CH:5]=[CH:6][C:7]([O:22][CH3:23])=[C:8]([C:10]2[CH:15]=[CH:14][C:13]([C:16]([F:17])([F:18])[F:19])=[CH:12][C:11]=2[CH2:20][NH2:21])[CH:9]=1)([CH3:3])[CH3:2], predict the reactants needed to synthesize it. The reactants are: [CH:1]([C:4]1[CH:5]=[CH:6][C:7]([O:22][CH3:23])=[C:8]([C:10]2[C:11]([C:20]#[N:21])=[CH:12][C:13]([C:16]([F:19])([F:18])[F:17])=[CH:14][CH:15]=2)[CH:9]=1)([CH3:3])[CH3:2].[H-].[H-].[H-].[H-].[Li+].[Al+3].